Dataset: hERG potassium channel inhibition data for cardiac toxicity prediction from Karim et al.. Task: Regression/Classification. Given a drug SMILES string, predict its toxicity properties. Task type varies by dataset: regression for continuous values (e.g., LD50, hERG inhibition percentage) or binary classification for toxic/non-toxic outcomes (e.g., AMES mutagenicity, cardiotoxicity, hepatotoxicity). Dataset: herg_karim. (1) The compound is Cc1cc(C(=O)O)ccc1-c1ccc(N2C(=O)N(c3ccncn3)C3(CCN(Cc4ncccc4C)CC3)C2=O)cc1. The result is 0 (non-blocker). (2) The compound is CCN1CCN(NCc2cnc(-c3ccc(C(=O)Nc4ccccc4N)cc3)c(C)c2)CC1. The result is 0 (non-blocker).